This data is from Full USPTO retrosynthesis dataset with 1.9M reactions from patents (1976-2016). The task is: Predict the reactants needed to synthesize the given product. (1) Given the product [CH2:6]([N:8]([CH2:2][C:3]([OH:5])=[O:4])[CH2:9][CH3:10])[CH3:7], predict the reactants needed to synthesize it. The reactants are: Cl[CH2:2][C:3]([OH:5])=[O:4].[CH2:6]([NH:8][CH2:9][CH3:10])[CH3:7]. (2) Given the product [N:27]1([CH2:32][CH2:33][N:34]2[CH2:35][CH2:36][N:37]([CH:14]([C:16]3[CH:21]=[CH:20][CH:19]=[CH:18][CH:17]=3)[CH2:13][N:10]3[CH2:11][CH2:12][CH:7]([N:1]4[CH2:6][CH2:5][CH2:4][CH2:3][CH2:2]4)[CH2:8][CH2:9]3)[CH2:38][CH2:39]2)[CH:31]=[CH:30][N:29]=[CH:28]1, predict the reactants needed to synthesize it. The reactants are: [N:1]1([CH:7]2[CH2:12][CH2:11][N:10]([CH2:13][CH:14]([C:16]3[CH:21]=[CH:20][CH:19]=[CH:18][CH:17]=3)O)[CH2:9][CH2:8]2)[CH2:6][CH2:5][CH2:4][CH2:3][CH2:2]1.CS(Cl)(=O)=O.[N:27]1([CH2:32][CH2:33][N:34]2[CH2:39][CH2:38][NH:37][CH2:36][CH2:35]2)[CH:31]=[CH:30][N:29]=[CH:28]1. (3) Given the product [CH:7]1([NH:13][CH2:26][CH2:25][O:24][C:15]2[CH:16]=[CH:17][C:18]3[C:23](=[CH:22][CH:21]=[CH:20][CH:19]=3)[CH:14]=2)[CH2:12][CH2:11][CH2:10][CH2:9][CH2:8]1, predict the reactants needed to synthesize it. The reactants are: C(=O)([O-])[O-].[K+].[K+].[CH:7]1([NH2:13])[CH2:12][CH2:11][CH2:10][CH2:9][CH2:8]1.[CH:14]1[C:23]2[C:18](=[CH:19][CH:20]=[CH:21][CH:22]=2)[CH:17]=[CH:16][C:15]=1[O:24][CH2:25][CH2:26]Cl. (4) Given the product [F:8][C:9]1[CH:10]=[C:11]2[C:15](=[CH:16][CH:17]=1)[NH:14][CH:13]=[C:12]2[C:25](=[O:26])[CH:33]([NH:32][C:31]1[CH:42]=[CH:43][CH:44]=[C:29]([O:28][CH3:27])[CH:30]=1)[C:34]1[CH:35]=[N:36][C:37]([O:40][CH3:41])=[CH:38][CH:39]=1, predict the reactants needed to synthesize it. The reactants are: C(N(CC)CC)C.[F:8][C:9]1[CH:10]=[C:11]2[C:15](=[CH:16][CH:17]=1)[N:14](C(OC(C)(C)C)=O)[CH:13]=[C:12]2[CH:25]=[O:26].[CH3:27][O:28][C:29]1[CH:30]=[C:31]([CH:42]=[CH:43][CH:44]=1)[N:32]=[CH:33][C:34]1[CH:35]=[N:36][C:37]([O:40][CH3:41])=[CH:38][CH:39]=1. (5) Given the product [C:23]([O:22][C:20]([N:15]1[CH2:14][C:9]2([CH2:10][CH2:11][CH2:12][CH2:13]2)[N:8]([CH2:1][C:2]2[CH:3]=[CH:4][CH:5]=[CH:6][CH:7]=2)[CH2:17][C:16]1([CH3:19])[CH3:18])=[O:21])([CH3:26])([CH3:25])[CH3:24], predict the reactants needed to synthesize it. The reactants are: [CH2:1]([N:8]1[CH2:17][C:16]([CH3:19])([CH3:18])[NH:15][CH2:14][C:9]21[CH2:13][CH2:12][CH2:11][CH2:10]2)[C:2]1[CH:7]=[CH:6][CH:5]=[CH:4][CH:3]=1.[C:20](O[C:20]([O:22][C:23]([CH3:26])([CH3:25])[CH3:24])=[O:21])([O:22][C:23]([CH3:26])([CH3:25])[CH3:24])=[O:21]. (6) The reactants are: CS(O[CH:6]([C:8]1[CH:13]=[C:12]([Cl:14])[C:11]([CH3:15])=[C:10]([C:16]([NH:18][CH2:19][CH3:20])=[O:17])[C:9]=1[C:21]1[CH:26]=[C:25]([F:27])[CH:24]=[C:23]([F:28])[CH:22]=1)[CH3:7])(=O)=O.[N-:29]=[N+:30]=[N-:31].[Na+]. Given the product [N:29]([CH:6]([C:8]1[CH:13]=[C:12]([Cl:14])[C:11]([CH3:15])=[C:10]([C:16]([NH:18][CH2:19][CH3:20])=[O:17])[C:9]=1[C:21]1[CH:26]=[C:25]([F:27])[CH:24]=[C:23]([F:28])[CH:22]=1)[CH3:7])=[N+:30]=[N-:31], predict the reactants needed to synthesize it. (7) The reactants are: [Si]([O:8][CH2:9][C@@H:10]1[C@@H:14]([O:15][Si:16]([CH:23]([CH3:25])[CH3:24])([CH:20]([CH3:22])[CH3:21])[CH:17]([CH3:19])[CH3:18])[CH2:13][C@H:12]([NH:26][C:27]2[C:32]([C:33]([C:35]3[S:36][CH:37]=[C:38]([CH2:40][C:41]4[O:42][C:43]([C:46]([F:49])([F:48])[F:47])=[CH:44][CH:45]=4)[CH:39]=3)=[O:34])=[CH:31][N:30]=[CH:29][N:28]=2)[CH2:11]1)(C(C)(C)C)(C)C.Cl. Given the product [OH:8][CH2:9][C@@H:10]1[C@@H:14]([O:15][Si:16]([CH:23]([CH3:24])[CH3:25])([CH:20]([CH3:21])[CH3:22])[CH:17]([CH3:19])[CH3:18])[CH2:13][C@H:12]([NH:26][C:27]2[C:32]([C:33]([C:35]3[S:36][CH:37]=[C:38]([CH2:40][C:41]4[O:42][C:43]([C:46]([F:47])([F:49])[F:48])=[CH:44][CH:45]=4)[CH:39]=3)=[O:34])=[CH:31][N:30]=[CH:29][N:28]=2)[CH2:11]1, predict the reactants needed to synthesize it. (8) The reactants are: [OH:1][C:2]1[CH:3]=[C:4]([CH2:8][C:9]([OH:11])=[O:10])[CH:5]=[CH:6][CH:7]=1.S(=O)(=O)(O)O.[CH3:17]O. Given the product [OH:1][C:2]1[CH:3]=[C:4]([CH2:8][C:9]([O:11][CH3:17])=[O:10])[CH:5]=[CH:6][CH:7]=1, predict the reactants needed to synthesize it. (9) Given the product [F:30][C:21]1[C:20]([F:19])=[CH:25][CH:24]=[C:23]([N+:26]([O-:28])=[O:27])[C:22]=1[CH:2]([C:3](=[O:4])[CH3:5])[C:1]([O:7][C:8]([CH3:11])([CH3:10])[CH3:9])=[O:6], predict the reactants needed to synthesize it. The reactants are: [C:1]([O:7][C:8]([CH3:11])([CH3:10])[CH3:9])(=[O:6])[CH2:2][C:3]([CH3:5])=[O:4].CCC([O-])(C)C.[Na+].[F:19][C:20]1[CH:25]=[CH:24][C:23]([N+:26]([O-:28])=[O:27])=[C:22](F)[C:21]=1[F:30].S(=O)(=O)(O)O.C(=O)(O)[O-].[Na+].[Cl-].[Na+].